From a dataset of Reaction yield outcomes from USPTO patents with 853,638 reactions. Predict the reaction yield, written as a fraction of the theoretical maximum amount of product (1.0 means a 100% yield; for example, 0.34 means a 34% yield). (1) The reactants are O1CCCC1.[NH2:6][C:7]1[C:12]([C:13]2[O:17][N:16]=[C:15]([CH2:18][C:19]3[CH:24]=[CH:23][C:22]([OH:25])=[CH:21][CH:20]=3)[CH:14]=2)=[CH:11][CH:10]=[C:9]([NH2:26])[N:8]=1.[OH-].[Na+].Cl[CH2:30][C:31]1[CH:36]=[CH:35][CH:34]=[C:33]([O:37][CH3:38])[N:32]=1. The catalyst is CN(C)C=O. The product is [CH3:38][O:37][C:33]1[N:32]=[C:31]([CH2:30][O:25][C:22]2[CH:23]=[CH:24][C:19]([CH2:18][C:15]3[CH:14]=[C:13]([C:12]4[C:7]([NH2:6])=[N:8][C:9]([NH2:26])=[CH:10][CH:11]=4)[O:17][N:16]=3)=[CH:20][CH:21]=2)[CH:36]=[CH:35][CH:34]=1. The yield is 0.610. (2) The reactants are [CH3:1][S:2]([NH:5][C:6]1[CH:7]=[C:8](B(O)O)[CH:9]=[CH:10][CH:11]=1)(=[O:4])=[O:3].I[C:16]1[C:24]2[C:19](=[N:20][CH:21]=[N:22][C:23]=2[NH2:25])[N:18]([CH:26]([CH3:28])[CH3:27])[N:17]=1.C([O-])([O-])=O.[Na+].[Na+]. The catalyst is CCO.COCCOC.C1C=CC([P]([Pd]([P](C2C=CC=CC=2)(C2C=CC=CC=2)C2C=CC=CC=2)([P](C2C=CC=CC=2)(C2C=CC=CC=2)C2C=CC=CC=2)[P](C2C=CC=CC=2)(C2C=CC=CC=2)C2C=CC=CC=2)(C2C=CC=CC=2)C2C=CC=CC=2)=CC=1. The product is [NH2:25][C:23]1[N:22]=[CH:21][N:20]=[C:19]2[N:18]([CH:26]([CH3:28])[CH3:27])[N:17]=[C:16]([C:8]3[CH:7]=[C:6]([NH:5][S:2]([CH3:1])(=[O:4])=[O:3])[CH:11]=[CH:10][CH:9]=3)[C:24]=12. The yield is 0.540.